Dataset: NCI-60 drug combinations with 297,098 pairs across 59 cell lines. Task: Regression. Given two drug SMILES strings and cell line genomic features, predict the synergy score measuring deviation from expected non-interaction effect. (1) Drug 1: C1C(C(OC1N2C=NC3=C(N=C(N=C32)Cl)N)CO)O. Drug 2: CS(=O)(=O)CCNCC1=CC=C(O1)C2=CC3=C(C=C2)N=CN=C3NC4=CC(=C(C=C4)OCC5=CC(=CC=C5)F)Cl. Cell line: IGROV1. Synergy scores: CSS=27.0, Synergy_ZIP=-4.66, Synergy_Bliss=1.54, Synergy_Loewe=-7.91, Synergy_HSA=1.23. (2) Drug 1: CN1C(=O)N2C=NC(=C2N=N1)C(=O)N. Drug 2: C#CCC(CC1=CN=C2C(=N1)C(=NC(=N2)N)N)C3=CC=C(C=C3)C(=O)NC(CCC(=O)O)C(=O)O. Cell line: MCF7. Synergy scores: CSS=31.1, Synergy_ZIP=2.08, Synergy_Bliss=0.845, Synergy_Loewe=-18.1, Synergy_HSA=-0.997. (3) Drug 2: CCN(CC)CCCC(C)NC1=C2C=C(C=CC2=NC3=C1C=CC(=C3)Cl)OC. Drug 1: CC(C)(C#N)C1=CC(=CC(=C1)CN2C=NC=N2)C(C)(C)C#N. Synergy scores: CSS=5.46, Synergy_ZIP=-6.64, Synergy_Bliss=-0.974, Synergy_Loewe=-6.75, Synergy_HSA=-4.45. Cell line: U251. (4) Drug 1: CN1CCC(CC1)COC2=C(C=C3C(=C2)N=CN=C3NC4=C(C=C(C=C4)Br)F)OC. Drug 2: CC(C)NC(=O)C1=CC=C(C=C1)CNNC.Cl. Cell line: U251. Synergy scores: CSS=-0.549, Synergy_ZIP=-1.01, Synergy_Bliss=-4.18, Synergy_Loewe=-15.2, Synergy_HSA=-4.84. (5) Drug 1: CN(C)C1=NC(=NC(=N1)N(C)C)N(C)C. Drug 2: CC(C)CN1C=NC2=C1C3=CC=CC=C3N=C2N. Cell line: A549. Synergy scores: CSS=-7.96, Synergy_ZIP=2.04, Synergy_Bliss=-1.42, Synergy_Loewe=-4.38, Synergy_HSA=-5.66. (6) Drug 1: C1=CN(C(=O)N=C1N)C2C(C(C(O2)CO)O)O.Cl. Drug 2: C(=O)(N)NO. Cell line: OVCAR3. Synergy scores: CSS=22.7, Synergy_ZIP=4.38, Synergy_Bliss=7.43, Synergy_Loewe=-12.3, Synergy_HSA=3.02. (7) Drug 1: C1=NC2=C(N1)C(=S)N=C(N2)N. Drug 2: CCC1(C2=C(COC1=O)C(=O)N3CC4=CC5=C(C=CC(=C5CN(C)C)O)N=C4C3=C2)O.Cl. Cell line: NCI-H226. Synergy scores: CSS=27.1, Synergy_ZIP=-4.76, Synergy_Bliss=-0.174, Synergy_Loewe=-29.1, Synergy_HSA=2.56. (8) Drug 1: CCC1(CC2CC(C3=C(CCN(C2)C1)C4=CC=CC=C4N3)(C5=C(C=C6C(=C5)C78CCN9C7C(C=CC9)(C(C(C8N6C)(C(=O)OC)O)OC(=O)C)CC)OC)C(=O)OC)O.OS(=O)(=O)O. Drug 2: CC(C)(C#N)C1=CC(=CC(=C1)CN2C=NC=N2)C(C)(C)C#N. Cell line: NCI-H522. Synergy scores: CSS=11.0, Synergy_ZIP=-1.79, Synergy_Bliss=2.07, Synergy_Loewe=4.32, Synergy_HSA=3.70.